This data is from Reaction yield outcomes from USPTO patents with 853,638 reactions. The task is: Predict the reaction yield, written as a fraction of the theoretical maximum amount of product (1.0 means a 100% yield; for example, 0.34 means a 34% yield). The reactants are [Si:1]([O:8][CH2:9][C@@H:10]1[C@H:14]2[O:15][C:16]([CH3:19])([CH3:18])[O:17][C@H:13]2[C@H:12]([NH:20][C:21]2[CH:26]=[C:25]([Cl:27])[N:24]=[CH:23][N:22]=2)[CH2:11]1)([C:4]([CH3:7])([CH3:6])[CH3:5])([CH3:3])[CH3:2].[H-].[Na+].[CH3:30]I. The catalyst is C1COCC1.CN(C=O)C. The product is [Si:1]([O:8][CH2:9][C@@H:10]1[C@H:14]2[O:15][C:16]([CH3:18])([CH3:19])[O:17][C@H:13]2[C@H:12]([N:20]([CH3:30])[C:21]2[CH:26]=[C:25]([Cl:27])[N:24]=[CH:23][N:22]=2)[CH2:11]1)([C:4]([CH3:5])([CH3:6])[CH3:7])([CH3:2])[CH3:3]. The yield is 0.910.